This data is from hERG Central: cardiac toxicity at 1µM, 10µM, and general inhibition. The task is: Predict hERG channel inhibition at various concentrations. The compound is COc1ccc(C(CNC(=O)c2cccc(NS(=O)(=O)c3ccc(C)c(F)c3)c2)N(C)C)cc1. Results: hERG_inhib (hERG inhibition (general)): blocker.